Dataset: Forward reaction prediction with 1.9M reactions from USPTO patents (1976-2016). Task: Predict the product of the given reaction. (1) Given the reactants [NH4+:1].[Cl-].[Al](C)(C)C.CO[C:9]1[CH:16]=[CH:15][C:12]([C:13]#[N:14])=[CH:11][CH:10]=1, predict the reaction product. The product is: [C:13](=[NH:1])([NH2:14])[C:12]1[CH:15]=[CH:16][CH:9]=[CH:10][CH:11]=1. (2) The product is: [CH2:2]([O:3][C:4]([C:6]1[NH:15][C:9]2=[N:10][C:11]([Br:14])=[CH:12][CH:13]=[C:8]2[CH:7]=1)=[O:5])[CH3:1]. Given the reactants [CH3:1][CH2:2][O:3][C:4]([C:6]1[N:15](C(OC(C)(C)C)=O)[C:9]2=[N:10][C:11]([Br:14])=[CH:12][CH:13]=[C:8]2[CH:7]=1)=[O:5].FC(F)(F)C(O)=O, predict the reaction product.